From a dataset of TCR-epitope binding with 47,182 pairs between 192 epitopes and 23,139 TCRs. Binary Classification. Given a T-cell receptor sequence (or CDR3 region) and an epitope sequence, predict whether binding occurs between them. (1) The epitope is FLKEKGGL. The TCR CDR3 sequence is CSARDRGAENTGELFF. Result: 0 (the TCR does not bind to the epitope). (2) The epitope is KAYNVTQAF. The TCR CDR3 sequence is CASSYSTGGRGEQYF. Result: 1 (the TCR binds to the epitope). (3) The TCR CDR3 sequence is CASSLTGGNEQYF. The epitope is ATVVIGTSK. Result: 1 (the TCR binds to the epitope).